This data is from Reaction yield outcomes from USPTO patents with 853,638 reactions. The task is: Predict the reaction yield, written as a fraction of the theoretical maximum amount of product (1.0 means a 100% yield; for example, 0.34 means a 34% yield). (1) The reactants are C1CCN(C(N=NC(N2CCCCC2)=O)=O)CC1.[CH3:19][O:20][C:21]1[N:26]=[C:25]([CH2:27][CH2:28]O)[CH:24]=[CH:23][CH:22]=1.[C:30]1(=[O:40])[NH:34][C:33](=[O:35])[C:32]2=[CH:36][CH:37]=[CH:38][CH:39]=[C:31]12.C(P(CCCC)CCCC)CCC. The catalyst is C(OCC)(=O)C.C1COCC1. The product is [CH3:19][O:20][C:21]1[N:26]=[C:25]([CH2:27][CH2:28][N:34]2[C:30](=[O:40])[C:31]3[C:32](=[CH:36][CH:37]=[CH:38][CH:39]=3)[C:33]2=[O:35])[CH:24]=[CH:23][CH:22]=1. The yield is 0.690. (2) The reactants are [F:1][C:2]1[CH:3]=[C:4]([S:15](Cl)(=[O:17])=[O:16])[CH:5]=[CH:6][C:7]=1[NH:8][C:9](=[O:14])[C:10]([F:13])([F:12])[F:11].[NH2:19][C:20]1[S:21][CH:22]=[CH:23][N:24]=1. The catalyst is N1C=CC=CC=1. The product is [F:11][C:10]([F:13])([F:12])[C:9]([NH:8][C:7]1[CH:6]=[CH:5][C:4]([S:15](=[O:17])(=[O:16])[NH:19][C:20]2[S:21][CH:22]=[CH:23][N:24]=2)=[CH:3][C:2]=1[F:1])=[O:14]. The yield is 0.540.